The task is: Predict the reaction yield, written as a fraction of the theoretical maximum amount of product (1.0 means a 100% yield; for example, 0.34 means a 34% yield).. This data is from Reaction yield outcomes from USPTO patents with 853,638 reactions. (1) The reactants are [C:1](Cl)(=[O:5])[CH:2]([CH3:4])[CH3:3].[NH2:7][C:8]1[CH:9]=[C:10]([CH:14]2[CH2:19][CH2:18][N:17]([C:20]([O:22][C:23]([CH3:26])([CH3:25])[CH3:24])=[O:21])[CH2:16][CH2:15]2)[CH:11]=[CH:12][CH:13]=1.C(N(CC)CC)C. The catalyst is C1COCC1. The product is [C:1]([NH:7][C:8]1[CH:9]=[C:10]([CH:14]2[CH2:15][CH2:16][N:17]([C:20]([O:22][C:23]([CH3:26])([CH3:25])[CH3:24])=[O:21])[CH2:18][CH2:19]2)[CH:11]=[CH:12][CH:13]=1)(=[O:5])[CH:2]([CH3:4])[CH3:3]. The yield is 0.999. (2) The reactants are [CH3:1][O:2][C:3]1[CH:25]=[CH:24][C:6]([CH2:7][S:8][C:9]2[CH:10]=[C:11]([CH2:18][C:19]([O:21][CH2:22][CH3:23])=[O:20])[CH:12]=[CH:13][C:14]=2[N+:15]([O-])=O)=[CH:5][CH:4]=1.[Cl-].[NH4+]. The catalyst is C(O)C.C1COCC1.O. The product is [CH3:1][O:2][C:3]1[CH:25]=[CH:24][C:6]([CH2:7][S:8][C:9]2[CH:10]=[C:11]([CH2:18][C:19]([O:21][CH2:22][CH3:23])=[O:20])[CH:12]=[CH:13][C:14]=2[NH2:15])=[CH:5][CH:4]=1. The yield is 0.860. (3) The reactants are [NH2:1][C:2]1[CH:27]=[CH:26][C:5]([O:6][C:7]2[CH:12]=[CH:11][N:10]=[C:9]([NH:13][C:14]([N:16]3[CH2:21][CH2:20][CH:19]([CH2:22][N:23]([CH3:25])[CH3:24])[CH2:18][CH2:17]3)=[O:15])[CH:8]=2)=[C:4]([F:28])[CH:3]=1.[F:29][C:30]1[CH:35]=[CH:34][C:33]([NH:36][C:37]([C:39]2([C:43](O)=[O:44])[CH2:42][CH2:41][CH2:40]2)=[O:38])=[CH:32][CH:31]=1.C(N(CC)CC)C.F[P-](F)(F)(F)(F)F.N1(O[P+](N(C)C)(N(C)C)N(C)C)C2C=CC=CC=2N=N1. The catalyst is CN(C)C=O. The product is [CH3:24][N:23]([CH2:22][CH:19]1[CH2:18][CH2:17][N:16]([C:14]([NH:13][C:9]2[CH:8]=[C:7]([O:6][C:5]3[CH:26]=[CH:27][C:2]([NH:1][C:43]([C:39]4([C:37]([NH:36][C:33]5[CH:34]=[CH:35][C:30]([F:29])=[CH:31][CH:32]=5)=[O:38])[CH2:42][CH2:41][CH2:40]4)=[O:44])=[CH:3][C:4]=3[F:28])[CH:12]=[CH:11][N:10]=2)=[O:15])[CH2:21][CH2:20]1)[CH3:25]. The yield is 0.110. (4) The reactants are Br[C:2]1[CH:3]=[C:4]2[C:23](=[CH:24][CH:25]=1)[C:7]1=[CH:8][C:9]3[C:10](=O)[C:11]4[CH:12]=[CH:13][C:14](Br)=[CH:15][C:16]=4[C:17](=O)[C:18]=3[CH:19]=[C:6]1[C:5]2([CH3:27])[CH3:26].I.O.II. The catalyst is C(O)(=O)C. The product is [CH3:26][C:5]1([CH3:27])[C:6]2[C:7](=[CH:8][C:9]3[CH:10]=[C:11]4[C:16](=[CH:17][C:18]=3[CH:19]=2)[CH:15]=[CH:14][CH:13]=[CH:12]4)[C:23]2[C:4]1=[CH:3][CH:2]=[CH:25][CH:24]=2. The yield is 0.540. (5) The reactants are [N:1]([CH:4]([C:8]1[N:9]([CH2:19][C:20]2[CH:25]=[CH:24][CH:23]=[CH:22][CH:21]=2)[C:10](=[O:18])[C:11]2[C:16]([CH3:17])=[N:15][S:14][C:12]=2[N:13]=1)[CH:5]([CH3:7])[CH3:6])=[N+]=[N-]. The catalyst is CO.[Pd]. The product is [NH2:1][CH:4]([C:8]1[N:9]([CH2:19][C:20]2[CH:21]=[CH:22][CH:23]=[CH:24][CH:25]=2)[C:10](=[O:18])[C:11]2[C:16]([CH3:17])=[N:15][S:14][C:12]=2[N:13]=1)[CH:5]([CH3:7])[CH3:6]. The yield is 0.860. (6) The reactants are C(N(CC)CC)C.Cl.[CH3:9][O:10][C:11](=[O:14])[CH2:12][NH2:13].[C:15]1([C:24]2[CH:29]=[CH:28][CH:27]=[CH:26][CH:25]=2)[CH:20]=[CH:19][C:18]([C:21](Cl)=[O:22])=[CH:17][CH:16]=1.O. The catalyst is ClCCl. The product is [CH3:9][O:10][C:11](=[O:14])[CH2:12][NH:13][C:21]([C:18]1[CH:19]=[CH:20][C:15]([C:24]2[CH:25]=[CH:26][CH:27]=[CH:28][CH:29]=2)=[CH:16][CH:17]=1)=[O:22]. The yield is 0.620. (7) The product is [C:1](=[O:7])([S:22][C:16]1[CH:21]=[CH:20][CH:19]=[CH:18][CH:17]=1)[CH2:2][CH2:3][CH2:4][CH2:5][CH3:6]. The yield is 0.950. The reactants are [C:1](Cl)(=[O:7])[CH2:2][CH2:3][CH2:4][CH2:5][CH3:6].C(N(CC)CC)C.[C:16]1([SH:22])[CH:21]=[CH:20][CH:19]=[CH:18][CH:17]=1.CCCC(C)C.C(OCC)(=O)C. The catalyst is C1(C)C=CC=CC=1.